From a dataset of Full USPTO retrosynthesis dataset with 1.9M reactions from patents (1976-2016). Predict the reactants needed to synthesize the given product. (1) Given the product [Cl:14][C:15]1[CH:16]=[CH:17][C:18]([N:21]2[CH2:26][CH2:25][N:24]([C:11](=[O:13])[CH2:10][NH:9][C:1](=[O:8])[C:2]3[CH:3]=[CH:4][CH:5]=[CH:6][CH:7]=3)[CH2:23][CH2:22]2)=[CH:19][CH:20]=1, predict the reactants needed to synthesize it. The reactants are: [C:1]([NH:9][CH2:10][C:11]([OH:13])=O)(=[O:8])[C:2]1[CH:7]=[CH:6][CH:5]=[CH:4][CH:3]=1.[Cl:14][C:15]1[CH:20]=[CH:19][C:18]([N:21]2[CH2:26][CH2:25][NH:24][CH2:23][CH2:22]2)=[CH:17][CH:16]=1.C1C=CC2N(O)N=NC=2C=1.C(Cl)CCl.CCN(C(C)C)C(C)C. (2) Given the product [C:15]1([CH3:22])[CH:16]=[C:17]([CH3:21])[CH:18]=[C:19]([CH3:20])[C:14]=1[NH:13][C:11]1[S:12][C:5]2[C:4]([N+:1]([O-:3])=[O:2])=[CH:9][CH:8]=[CH:7][C:6]=2[N:10]=1, predict the reactants needed to synthesize it. The reactants are: [N+:1]([C:4]1[CH:5]=[C:6]([NH:10][C:11]([NH:13][C:14]2[C:19]([CH3:20])=[CH:18][C:17]([CH3:21])=[CH:16][C:15]=2[CH3:22])=[S:12])[CH:7]=[CH:8][CH:9]=1)([O-:3])=[O:2].BrBr.